Dataset: Reaction yield outcomes from USPTO patents with 853,638 reactions. Task: Predict the reaction yield, written as a fraction of the theoretical maximum amount of product (1.0 means a 100% yield; for example, 0.34 means a 34% yield). (1) The reactants are [F:1][CH:2]([F:22])[C:3]1[N:8]2[CH:9]=[N:10][CH:11]=[C:7]2[N:6]=[C:5]([C:12]2[CH:17]=[CH:16][C:15]([C:18]([F:21])([F:20])[F:19])=[CH:14][CH:13]=2)[CH:4]=1.C([O-])(=O)C.[Na+].[I:28]Cl. The catalyst is C(O)(=O)C.O. The product is [F:22][CH:2]([F:1])[C:3]1[N:8]2[CH:9]=[N:10][C:11]([I:28])=[C:7]2[N:6]=[C:5]([C:12]2[CH:13]=[CH:14][C:15]([C:18]([F:21])([F:20])[F:19])=[CH:16][CH:17]=2)[CH:4]=1. The yield is 1.00. (2) The reactants are [C:1]([O:5][C:6]([N:8]1[CH:13]([CH2:14][CH3:15])[CH2:12][CH:11]([NH:16][C:17]2[N:22]=[CH:21][C:20]([OH:23])=[CH:19][N:18]=2)[CH2:10][CH:9]1[CH2:24][CH3:25])=[O:7])([CH3:4])([CH3:3])C.C(=O)([O-])[O-].[K+].[K+].[CH2:32](N)[C:33]1[CH:38]=[CH:37][CH:36]=[CH:35][CH:34]=1.O. The catalyst is CN(C=O)C. The product is [CH:1]([O:5][C:6]([N:8]1[CH:13]([CH2:14][CH3:15])[CH2:12][CH:11]([NH:16][C:17]2[N:18]=[CH:19][C:20]([O:23][CH2:32][C:33]3[CH:38]=[CH:37][CH:36]=[CH:35][CH:34]=3)=[CH:21][N:22]=2)[CH2:10][CH:9]1[CH2:24][CH3:25])=[O:7])([CH3:3])[CH3:4]. The yield is 0.740. (3) The reactants are [C:1]1(=[O:7])[NH:5][C:4](=[O:6])[CH2:3][CH2:2]1.CC([O-])(C)C.[K+].Br[CH2:15][C:16]1[CH:17]=[C:18]([C:22]2[CH:26]=[C:25]([CH2:27][CH:28]([CH3:30])[CH3:29])[S:24][C:23]=2[S:31]([NH:34][C:35]([CH3:38])([CH3:37])[CH3:36])(=[O:33])=[O:32])[CH:19]=[CH:20][CH:21]=1. The catalyst is CS(C)=O.C(Cl)Cl. The product is [N:5]1([CH2:15][C:16]2[CH:17]=[C:18]([C:22]3[CH:26]=[C:25]([CH2:27][CH:28]([CH3:30])[CH3:29])[S:24][C:23]=3[S:31]([NH:34][C:35]([CH3:37])([CH3:36])[CH3:38])(=[O:32])=[O:33])[CH:19]=[CH:20][CH:21]=2)[C:4](=[O:6])[CH2:3][CH2:2][C:1]1=[O:7]. The yield is 0.940. (4) The reactants are [NH2:1][C:2]1[N:7]([C:8]2[CH:31]=[CH:30][C:11]([O:12][CH2:13][C:14]([NH:16][C@H:17]([C:22]([O:24]C3CCCC3)=[O:23])[CH2:18][CH:19]([CH3:21])[CH3:20])=[O:15])=[CH:10][CH:9]=2)[C:6](=[O:32])[CH:5]=[CH:4][C:3]=1[C:33](=[O:41])[C:34]1[CH:39]=[CH:38][C:37]([F:40])=[CH:36][CH:35]=1.[Li+].[OH-]. The catalyst is C1COCC1.O. The product is [NH2:1][C:2]1[N:7]([C:8]2[CH:31]=[CH:30][C:11]([O:12][CH2:13][C:14]([NH:16][C@H:17]([C:22]([OH:24])=[O:23])[CH2:18][CH:19]([CH3:21])[CH3:20])=[O:15])=[CH:10][CH:9]=2)[C:6](=[O:32])[CH:5]=[CH:4][C:3]=1[C:33](=[O:41])[C:34]1[CH:35]=[CH:36][C:37]([F:40])=[CH:38][CH:39]=1. The yield is 0.360. (5) The reactants are [OH:1][C:2]1[CH:3]=[C:4]([C:8]2[CH:9]=[C:10]([CH:14]([NH:20][C:21]([C@@H:23]3[CH2:28][CH2:27][CH2:26][N:25]([C:29](=[O:45])[CH2:30][CH2:31][CH:32]4[CH2:37][CH2:36][N:35]([C:38]([O:40][C:41]([CH3:44])([CH3:43])[CH3:42])=[O:39])[CH2:34][CH2:33]4)[CH2:24]3)=[O:22])[CH2:15][C:16]([O:18][CH3:19])=[O:17])[CH:11]=[N:12][CH:13]=2)[CH:5]=[CH:6][CH:7]=1.C(=O)([O-])[O-].[Cs+].[Cs+].I[CH2:53][CH2:54][F:55]. The catalyst is O1CCCC1.O. The product is [F:55][CH2:54][CH2:53][O:1][C:2]1[CH:3]=[C:4]([C:8]2[CH:9]=[C:10]([CH:14]([NH:20][C:21]([C@@H:23]3[CH2:28][CH2:27][CH2:26][N:25]([C:29](=[O:45])[CH2:30][CH2:31][CH:32]4[CH2:33][CH2:34][N:35]([C:38]([O:40][C:41]([CH3:42])([CH3:44])[CH3:43])=[O:39])[CH2:36][CH2:37]4)[CH2:24]3)=[O:22])[CH2:15][C:16]([O:18][CH3:19])=[O:17])[CH:11]=[N:12][CH:13]=2)[CH:5]=[CH:6][CH:7]=1. The yield is 0.650. (6) No catalyst specified. The product is [CH2:15]([C:10]1[CH:11]=[C:12]([CH2:13][CH3:14])[N:7]2[N:6]=[C:5]([O:26][CH2:25][CH2:24][O:23][C:22]3[CH:27]=[CH:28][C:19]([Cl:18])=[CH:20][CH:21]=3)[N:17]=[C:8]2[N:9]=1)[CH3:16]. The reactants are CS([C:5]1[N:17]=[C:8]2[N:9]=[C:10]([CH2:15][CH3:16])[CH:11]=[C:12]([CH2:13][CH3:14])[N:7]2[N:6]=1)(=O)=O.[Cl:18][C:19]1[CH:28]=[CH:27][C:22]([O:23][CH2:24][CH2:25][OH:26])=[CH:21][CH:20]=1. The yield is 0.800.